This data is from Full USPTO retrosynthesis dataset with 1.9M reactions from patents (1976-2016). The task is: Predict the reactants needed to synthesize the given product. (1) The reactants are: [Cl:1][C:2]1[CH:3]=[C:4]([CH:22]=[CH:23][CH:24]=1)[C:5]([NH:7][C:8]1[C:9]([N:15]2[CH2:21][CH2:20][CH2:19][NH:18][CH2:17][CH2:16]2)=[N:10][CH:11]=[C:12]([Cl:14])[CH:13]=1)=[O:6].[C:25](#[N:27])[CH3:26]. Given the product [Cl:1][C:2]1[CH:3]=[C:4]([CH:22]=[CH:23][CH:24]=1)[C:5]([NH:7][C:8]1[C:9]([N:15]2[CH2:21][CH2:20][CH2:19][N:18]([CH2:26][CH2:25][N:27]3[CH2:4][CH2:3][CH2:2][CH2:24][CH2:23]3)[CH2:17][CH2:16]2)=[N:10][CH:11]=[C:12]([Cl:14])[CH:13]=1)=[O:6], predict the reactants needed to synthesize it. (2) Given the product [C:18]([C:2]1[CH:14]=[C:13]([CH:15]=[CH2:16])[CH:12]=[CH:11][C:3]=1[C:4]([O:6][C:7]([CH3:10])([CH3:9])[CH3:8])=[O:5])#[N:19], predict the reactants needed to synthesize it. The reactants are: Br[C:2]1[CH:14]=[C:13]([CH:15]=[CH2:16])[CH:12]=[CH:11][C:3]=1[C:4]([O:6][C:7]([CH3:10])([CH3:9])[CH3:8])=[O:5].[Cu][C:18]#[N:19]. (3) Given the product [Cl:1][C:2]1[N:3]=[CH:4][N:5]=[C:6]([NH:10][NH2:11])[CH:7]=1, predict the reactants needed to synthesize it. The reactants are: [Cl:1][C:2]1[CH:7]=[C:6](Cl)[N:5]=[CH:4][N:3]=1.O.[NH2:10][NH2:11].